This data is from Catalyst prediction with 721,799 reactions and 888 catalyst types from USPTO. The task is: Predict which catalyst facilitates the given reaction. (1) Reactant: [CH:1]1([CH2:7][C@@H:8]([NH2:22])[CH2:9][N:10]2[CH2:15][CH2:14][N:13]([C:16]3[N:21]=[CH:20][CH:19]=[CH:18][N:17]=3)[CH2:12][CH2:11]2)[CH2:6][CH2:5][CH2:4][CH2:3][CH2:2]1.C(N(CC)CC)C.[CH:30]1([C:36](Cl)=[O:37])[CH2:35][CH2:34][CH2:33][CH2:32][CH2:31]1. Product: [CH:1]1([CH2:7][C@@H:8]([NH:22][C:36]([CH:30]2[CH2:35][CH2:34][CH2:33][CH2:32][CH2:31]2)=[O:37])[CH2:9][N:10]2[CH2:11][CH2:12][N:13]([C:16]3[N:21]=[CH:20][CH:19]=[CH:18][N:17]=3)[CH2:14][CH2:15]2)[CH2:6][CH2:5][CH2:4][CH2:3][CH2:2]1. The catalyst class is: 4. (2) Reactant: [N+]([C:4]1[CH:9]=[CH:8][CH:7]=[C:6]([N+]([O-])=O)[C:5]=1[CH3:13])([O-])=O.CO[CH:16](OC)[N:17]([CH3:19])[CH3:18]. Product: [CH3:16][N:17]([CH:19]=[CH:13][C:5]1[CH:6]=[CH:7][CH:8]=[CH:9][CH:4]=1)[CH3:18]. The catalyst class is: 3. (3) Reactant: [C:1]([CH2:3][C:4]([O:6][CH2:7][CH3:8])=[O:5])#[N:2].[O-]CC.[Na+].I[CH2:14][Si:15]([CH3:18])([CH3:17])[CH3:16].[Cl-].[NH4+]. Product: [CH3:14][Si:15]([CH3:18])([CH3:17])[CH2:16][CH:3]([C:1]#[N:2])[C:4]([O:6][CH2:7][CH3:8])=[O:5]. The catalyst class is: 16. (4) Reactant: [OH:1][C:2]1[C:10]([O:11][CH3:12])=[CH:9][C:8]([I:13])=[C:7]2[C:3]=1[CH2:4][NH:5][C:6]2=[O:14].C(N(CC)CC)C.Cl.[N:23]1[CH:28]=[CH:27][CH:26]=[CH:25][C:24]=1[S:29](Cl)(=[O:31])=[O:30].O. Product: [N:23]1[CH:28]=[CH:27][CH:26]=[CH:25][C:24]=1[S:29]([O:1][C:2]1[C:10]([O:11][CH3:12])=[CH:9][C:8]([I:13])=[C:7]2[C:3]=1[CH2:4][NH:5][C:6]2=[O:14])(=[O:31])=[O:30]. The catalyst class is: 10. (5) Reactant: [O:1]1[CH2:5][CH2:4][O:3][CH:2]1[C:6]1[CH:7]=[C:8]2[C:12](=[CH:13][CH:14]=1)[N:11](COCC[Si](C)(C)C)[N:10]=[C:9]2[O:23][CH3:24].C(N)CN.[F-].C([N+](CCCC)(CCCC)CCCC)CCC. Product: [O:3]1[CH2:4][CH2:5][O:1][CH:2]1[C:6]1[CH:7]=[C:8]2[C:12](=[CH:13][CH:14]=1)[NH:11][N:10]=[C:9]2[O:23][CH3:24]. The catalyst class is: 1. (6) Reactant: I[C:2]1[C:7]([CH:8]([O:13][C:14]([CH3:17])([CH3:16])[CH3:15])[C:9]([O:11][CH3:12])=[O:10])=[C:6]([CH3:18])[N:5]=[C:4]2[S:19][C:20]3[CH2:25][CH2:24][CH2:23][CH2:22][C:21]=3[C:3]=12.C(=O)([O-])[O-].[K+].[K+].[O:32]1[C:43]2[C:44]3[C:39]([C:40](B(O)O)=[CH:41][CH:42]=2)=[N:38][CH:37]=[CH:36][C:35]=3[CH2:34][CH2:33]1.C(OCC)(=O)C. Product: [CH3:18][C:6]1[N:5]=[C:4]2[S:19][C:20]3[CH2:25][CH2:24][CH2:23][CH2:22][C:21]=3[C:3]2=[C:2]([C:40]2[C:39]3[C:44]4=[C:35]([CH2:34][CH2:33][O:32][C:43]4=[CH:42][CH:41]=2)[CH:36]=[CH:37][N:38]=3)[C:7]=1[CH:8]([O:13][C:14]([CH3:17])([CH3:16])[CH3:15])[C:9]([O:11][CH3:12])=[O:10]. The catalyst class is: 659. (7) Reactant: CN(C)C(N(C)C)=N.[CH3:9][O:10][C:11](=[O:40])[CH:12](P(OC)(OC)=O)[NH:13][C:14](=[O:33])[C:15]1[CH:20]=[CH:19][C:18]([C:21]([NH:23][CH2:24][C:25]2[CH:30]=[CH:29][CH:28]=[C:27]([OH:31])[CH:26]=2)=[O:22])=[CH:17][C:16]=1[Cl:32].[CH3:41][CH:42]([C:44]1[S:45][C:46]([CH:50]=O)=[C:47]([CH3:49])[N:48]=1)[CH3:43]. Product: [CH3:9][O:10][C:11](=[O:40])/[C:12](/[NH:13][C:14](=[O:33])[C:15]1[CH:20]=[CH:19][C:18]([C:21]([NH:23][CH2:24][C:25]2[CH:30]=[CH:29][CH:28]=[C:27]([OH:31])[CH:26]=2)=[O:22])=[CH:17][C:16]=1[Cl:32])=[CH:50]/[C:46]1[S:45][C:44]([CH:42]([CH3:41])[CH3:43])=[N:48][C:47]=1[CH3:49]. The catalyst class is: 7.